This data is from Full USPTO retrosynthesis dataset with 1.9M reactions from patents (1976-2016). The task is: Predict the reactants needed to synthesize the given product. Given the product [CH2:1]([O:3][C:4]1[CH:5]=[C:6]([O:26][CH:27]([CH3:28])[CH3:29])[C:7]([F:25])=[C:8]([N:10]([CH2:19][C:20]2[CH:24]=[CH:23][N:22]([C:36]3[CH:41]=[CH:40][CH:39]=[CH:38][CH:37]=3)[N:21]=2)[C:11]2[CH:12]=[CH:13][C:14]([C:15]#[N:16])=[CH:17][CH:18]=2)[CH:9]=1)[CH3:2], predict the reactants needed to synthesize it. The reactants are: [CH2:1]([O:3][C:4]1[CH:5]=[C:6]([O:26][CH:27]([CH3:29])[CH3:28])[C:7]([F:25])=[C:8]([N:10]([CH2:19][C:20]2[CH:24]=[CH:23][NH:22][N:21]=2)[C:11]2[CH:18]=[CH:17][C:14]([C:15]#[N:16])=[CH:13][CH:12]=2)[CH:9]=1)[CH3:2].N1C=CC=CC=1.[C:36]1(B(O)O)[CH:41]=[CH:40][CH:39]=[CH:38][CH:37]=1.B(O)O.